From a dataset of Forward reaction prediction with 1.9M reactions from USPTO patents (1976-2016). Predict the product of the given reaction. (1) Given the reactants [CH2:1]([C:3]1[CH:10]=[CH:9][C:6]([CH2:7][NH2:8])=[CH:5][CH:4]=1)[CH3:2].C[O:12][C:13](=O)[C:14]1[C:19]([I:20])=[CH:18][C:17]([F:21])=[CH:16][C:15]=1[CH2:22]Br.C([O-])([O-])=O.[K+].[K+], predict the reaction product. The product is: [F:21][C:17]1[CH:16]=[C:15]2[C:14](=[C:19]([I:20])[CH:18]=1)[C:13](=[O:12])[N:8]([CH2:7][C:6]1[CH:9]=[CH:10][C:3]([CH2:1][CH3:2])=[CH:4][CH:5]=1)[CH2:22]2. (2) The product is: [F:8][C:7]1[CH:6]=[CH:5][C:4]([O:9][CH:17]([CH3:19])[CH3:18])=[CH:3][C:2]=1[F:1]. Given the reactants [F:1][C:2]1[CH:3]=[C:4]([OH:9])[CH:5]=[CH:6][C:7]=1[F:8].C(=O)([O-])[O-].[K+].[K+].I[CH:17]([CH3:19])[CH3:18], predict the reaction product. (3) Given the reactants [C:1]([O:5][C:6](=[O:41])[CH2:7][N:8]([C:16]1[CH:21]=[CH:20][CH:19]=[C:18]([CH:22]([CH2:33][C:34]2[CH:39]=[CH:38][C:37](Br)=[CH:36][CH:35]=2)[NH:23][S:24]([C:27]2[CH:28]=[N:29][CH:30]=[CH:31][CH:32]=2)(=[O:26])=[O:25])[N:17]=1)[C:9]([O:11][C:12]([CH3:15])([CH3:14])[CH3:13])=[O:10])([CH3:4])([CH3:3])[CH3:2].[F:42][C:43]1[CH:48]=[CH:47][C:46](B(O)O)=[CH:45][CH:44]=1.P([O-])([O-])([O-])=O.[K+].[K+].[K+].C1(P(C2CCCCC2)C2CCCCC2)CCCCC1.[Cl-].[Na+], predict the reaction product. The product is: [C:1]([O:5][C:6](=[O:41])[CH2:7][N:8]([C:9]([O:11][C:12]([CH3:15])([CH3:14])[CH3:13])=[O:10])[C:16]1[CH:21]=[CH:20][CH:19]=[C:18]([CH:22]([CH2:33][C:34]2[CH:39]=[CH:38][C:37]([C:46]3[CH:47]=[CH:48][C:43]([F:42])=[CH:44][CH:45]=3)=[CH:36][CH:35]=2)[NH:23][S:24]([C:27]2[CH:28]=[N:29][CH:30]=[CH:31][CH:32]=2)(=[O:26])=[O:25])[N:17]=1)([CH3:4])([CH3:3])[CH3:2]. (4) Given the reactants [N:1]([CH2:4][C:5]1([CH3:20])[CH2:10][O:9][CH:8]([C:11]2[N:15]([CH3:16])[N:14]=[CH:13][C:12]=2[N+:17]([O-:19])=[O:18])[O:7][CH2:6]1)=[N+]=[N-].C1(P(C2C=CC=CC=2)C2C=CC=CC=2)C=CC=CC=1.CCN(CC)CC.[F:47][C:48]([F:61])([F:60])S(OS([C:48]([F:61])([F:60])[F:47])(=O)=O)(=O)=O.C1C[O:65][CH2:64]C1, predict the reaction product. The product is: [F:47][C:48]([F:61])([F:60])[C:64]([NH:1][CH2:4][C:5]1([CH3:20])[CH2:10][O:9][CH:8]([C:11]2[N:15]([CH3:16])[N:14]=[CH:13][C:12]=2[N+:17]([O-:19])=[O:18])[O:7][CH2:6]1)=[O:65].